Regression. Given two drug SMILES strings and cell line genomic features, predict the synergy score measuring deviation from expected non-interaction effect. From a dataset of NCI-60 drug combinations with 297,098 pairs across 59 cell lines. (1) Synergy scores: CSS=5.87, Synergy_ZIP=-2.15, Synergy_Bliss=-1.65, Synergy_Loewe=-0.631, Synergy_HSA=0.438. Cell line: DU-145. Drug 2: C1C(C(OC1N2C=NC3=C2NC=NCC3O)CO)O. Drug 1: CCC1(CC2CC(C3=C(CCN(C2)C1)C4=CC=CC=C4N3)(C5=C(C=C6C(=C5)C78CCN9C7C(C=CC9)(C(C(C8N6C)(C(=O)OC)O)OC(=O)C)CC)OC)C(=O)OC)O.OS(=O)(=O)O. (2) Drug 1: CC1=C(C=C(C=C1)NC2=NC=CC(=N2)N(C)C3=CC4=NN(C(=C4C=C3)C)C)S(=O)(=O)N.Cl. Synergy scores: CSS=3.94, Synergy_ZIP=-1.46, Synergy_Bliss=-1.37, Synergy_Loewe=-1.30, Synergy_HSA=-1.20. Drug 2: C1C(C(OC1N2C=NC3=C2NC=NCC3O)CO)O. Cell line: A549. (3) Drug 1: CC(C)(C#N)C1=CC(=CC(=C1)CN2C=NC=N2)C(C)(C)C#N. Drug 2: CC(C)CN1C=NC2=C1C3=CC=CC=C3N=C2N. Cell line: SNB-75. Synergy scores: CSS=3.19, Synergy_ZIP=-1.57, Synergy_Bliss=-1.63, Synergy_Loewe=-1.14, Synergy_HSA=-0.535. (4) Drug 2: CCCS(=O)(=O)NC1=C(C(=C(C=C1)F)C(=O)C2=CNC3=C2C=C(C=N3)C4=CC=C(C=C4)Cl)F. Cell line: SK-OV-3. Drug 1: CC1C(C(CC(O1)OC2CC(CC3=C2C(=C4C(=C3O)C(=O)C5=C(C4=O)C(=CC=C5)OC)O)(C(=O)C)O)N)O.Cl. Synergy scores: CSS=11.1, Synergy_ZIP=-3.62, Synergy_Bliss=1.35, Synergy_Loewe=-9.26, Synergy_HSA=0.771. (5) Drug 1: C1C(C(OC1N2C=NC3=C(N=C(N=C32)Cl)N)CO)O. Drug 2: COC1=C2C(=CC3=C1OC=C3)C=CC(=O)O2. Cell line: RXF 393. Synergy scores: CSS=-2.99, Synergy_ZIP=0.278, Synergy_Bliss=-1.02, Synergy_Loewe=-3.03, Synergy_HSA=-2.65. (6) Drug 1: C1CC(=O)NC(=O)C1N2CC3=C(C2=O)C=CC=C3N. Drug 2: C1=NC(=NC(=O)N1C2C(C(C(O2)CO)O)O)N. Cell line: A498. Synergy scores: CSS=5.59, Synergy_ZIP=-2.78, Synergy_Bliss=0.612, Synergy_Loewe=1.79, Synergy_HSA=1.82. (7) Drug 1: CCCCCOC(=O)NC1=NC(=O)N(C=C1F)C2C(C(C(O2)C)O)O. Drug 2: CC1CCC2CC(C(=CC=CC=CC(CC(C(=O)C(C(C(=CC(C(=O)CC(OC(=O)C3CCCCN3C(=O)C(=O)C1(O2)O)C(C)CC4CCC(C(C4)OC)O)C)C)O)OC)C)C)C)OC. Cell line: RXF 393. Synergy scores: CSS=2.03, Synergy_ZIP=-0.980, Synergy_Bliss=-1.10, Synergy_Loewe=-5.14, Synergy_HSA=-1.98.